This data is from Reaction yield outcomes from USPTO patents with 853,638 reactions. The task is: Predict the reaction yield, written as a fraction of the theoretical maximum amount of product (1.0 means a 100% yield; for example, 0.34 means a 34% yield). (1) The reactants are [F:1][C:2]1[CH:3]=[C:4]([CH:18]([NH:24][C:25]([C@@H:27]2[CH2:32][CH2:31][CH2:30][N:29]([C:33](=[O:49])[CH2:34][CH2:35][CH:36]3[CH2:41][CH2:40][N:39]([C:42]([O:44][C:45]([CH3:48])([CH3:47])[CH3:46])=[O:43])[CH2:38][CH2:37]3)[CH2:28]2)=[O:26])[CH2:19][C:20]([O:22]C)=[O:21])[CH:5]=[C:6]([C:8]2[CH:13]=[CH:12][C:11]([O:14][CH2:15][CH2:16][F:17])=[CH:10][CH:9]=2)[CH:7]=1.[OH-].[Na+]. The catalyst is O1CCCC1.O. The product is [C:45]([O:44][C:42]([N:39]1[CH2:38][CH2:37][CH:36]([CH2:35][CH2:34][C:33]([N:29]2[CH2:30][CH2:31][CH2:32][C@@H:27]([C:25]([NH:24][CH:18]([C:4]3[CH:5]=[C:6]([C:8]4[CH:9]=[CH:10][C:11]([O:14][CH2:15][CH2:16][F:17])=[CH:12][CH:13]=4)[CH:7]=[C:2]([F:1])[CH:3]=3)[CH2:19][C:20]([OH:22])=[O:21])=[O:26])[CH2:28]2)=[O:49])[CH2:41][CH2:40]1)=[O:43])([CH3:48])([CH3:47])[CH3:46]. The yield is 0.700. (2) The reactants are [CH2:1]([CH:3]([NH2:6])[CH2:4][CH3:5])[CH3:2].C([O-])([O-])=O.[K+].[K+]. The yield is 0.360. The product is [CH2:1]([CH:3]([NH:6][CH:1]([CH3:2])[C:3]#[N:6])[CH2:4][CH3:5])[CH3:2]. The catalyst is C(#N)C. (3) The reactants are [CH:1]1([CH2:4][O:5][NH:6][C:7]([C:9]2[C:25]([NH:26][C:27]3[CH:32]=[CH:31][C:30]([C:33]#[N:34])=[CH:29][C:28]=3[CH3:35])=[C:24]([F:36])[C:12]3[N:13]=[C:14](COCC[Si](C)(C)C)[NH:15][C:11]=3[CH:10]=2)=[O:8])[CH2:3][CH2:2]1.Cl.[OH-].[Na+]. The catalyst is CCO. The product is [CH:1]1([CH2:4][O:5][NH:6][C:7]([C:9]2[C:25]([NH:26][C:27]3[CH:32]=[CH:31][C:30]([C:33]#[N:34])=[CH:29][C:28]=3[CH3:35])=[C:24]([F:36])[C:12]3[N:13]=[CH:14][NH:15][C:11]=3[CH:10]=2)=[O:8])[CH2:3][CH2:2]1. The yield is 0.900. (4) The reactants are Br[C:2]1[N:7]=[C:6]([CH3:8])[C:5]([N+:9]([O-:11])=[O:10])=[CH:4][CH:3]=1.[CH3:12][S:13]([O-:15])=[O:14].[Na+]. The yield is 0.870. The product is [CH3:8][C:6]1[C:5]([N+:9]([O-:11])=[O:10])=[CH:4][CH:3]=[C:2]([S:13]([CH3:12])(=[O:15])=[O:14])[N:7]=1. The catalyst is CS(C)=O. (5) The reactants are [NH:1]1[C:9]2[C:4](=[CH:5][CH:6]=[CH:7][CH:8]=2)[CH2:3][C:2]1=[O:10].[CH2:11](O)[CH2:12][OH:13]. The catalyst is [Ni]. The product is [OH:13][CH2:12][CH2:11][CH:3]1[C:4]2[C:9](=[CH:8][CH:7]=[CH:6][CH:5]=2)[NH:1][C:2]1=[O:10]. The yield is 0.700. (6) The product is [CH:26]([N:25]1[C:19]2[CH:18]=[C:17]([NH:15][C:13]3[CH:12]=[CH:11][N:10]=[C:9]([N:6]4[CH2:5][CH2:4][CH:3]([O:2][CH3:1])[CH2:8][CH2:7]4)[N:14]=3)[N:22]=[CH:21][C:20]=2[C:23]([C:29]2[O:30][C:31]([CH3:34])=[N:32][N:33]=2)=[CH:24]1)([CH3:28])[CH3:27]. The reactants are [CH3:1][O:2][CH:3]1[CH2:8][CH2:7][N:6]([C:9]2[N:14]=[C:13]([NH2:15])[CH:12]=[CH:11][N:10]=2)[CH2:5][CH2:4]1.Cl[C:17]1[N:22]=[CH:21][C:20]2[C:23]([C:29]3[O:30][C:31]([CH3:34])=[N:32][N:33]=3)=[CH:24][N:25]([CH:26]([CH3:28])[CH3:27])[C:19]=2[CH:18]=1.CC(C)([O-])C.[Na+]. The catalyst is CC(O)(C)C. The yield is 0.230. (7) The reactants are [Cl:1][C:2]1[CH:9]=[CH:8][C:5]([CH2:6][NH2:7])=[CH:4][CH:3]=1.C[Al](C)C.[N:14]1([CH2:20][C:21]2[CH:22]=[C:23]3[C:32]4[N:31]([CH:33]=2)[C:30](=[O:34])[C:29]([C:35](OCC)=[O:36])=[CH:28][C:27]=4[CH2:26][CH2:25][CH2:24]3)[CH2:19][CH2:18][O:17][CH2:16][CH2:15]1. The catalyst is C(Cl)Cl. The product is [Cl:1][C:2]1[CH:9]=[CH:8][C:5]([CH2:6][NH:7][C:35]([C:29]2[C:30](=[O:34])[N:31]3[CH:33]=[C:21]([CH2:20][N:14]4[CH2:15][CH2:16][O:17][CH2:18][CH2:19]4)[CH:22]=[C:23]4[CH2:24][CH2:25][CH2:26][C:27]([CH:28]=2)=[C:32]34)=[O:36])=[CH:4][CH:3]=1. The yield is 0.730. (8) The reactants are C([O:3][C:4]([C:6]12[CH2:23][CH:22]1[CH:21]=[CH:20][CH2:19][CH2:18][CH2:17][CH2:16][NH:15][C:14](=[O:24])[N:13]1[CH:9]([CH2:10][CH:11]([O:25][C:26]3[C:35]4[C:30](=[CH:31][C:32]([O:36][CH3:37])=[CH:33][CH:34]=4)[N:29]=[C:28]([C:38]4[CH:43]=[CH:42][CH:41]=[CH:40][CH:39]=4)[CH:27]=3)[CH2:12]1)[C:8](=[O:44])[NH:7]2)=[O:5])C.[OH-].[Na+]. The catalyst is CO. The product is [CH3:37][O:36][C:32]1[CH:31]=[C:30]2[C:35]([C:26]([O:25][CH:11]3[CH2:10][CH:9]4[N:13]([C:14](=[O:24])[NH:15][CH2:16][CH2:17][CH2:18][CH2:19][CH:20]=[CH:21][CH:22]5[C:6]([C:4]([OH:5])=[O:3])([NH:7][C:8]4=[O:44])[CH2:23]5)[CH2:12]3)=[CH:27][C:28]([C:38]3[CH:39]=[CH:40][CH:41]=[CH:42][CH:43]=3)=[N:29]2)=[CH:34][CH:33]=1. The yield is 0.650.